This data is from Plasma protein binding rate (PPBR) regression data from AstraZeneca. The task is: Regression/Classification. Given a drug SMILES string, predict its absorption, distribution, metabolism, or excretion properties. Task type varies by dataset: regression for continuous measurements (e.g., permeability, clearance, half-life) or binary classification for categorical outcomes (e.g., BBB penetration, CYP inhibition). For this dataset (ppbr_az), we predict Y. The drug is CCOc1ccc(-n2c([C@@H](C)N(CC3CCN(C)CC3)C(=O)Cc3ccc(F)c(C(F)(F)F)c3)nc3ncccc3c2=O)cc1. The Y is 87.1 %.